Predict which catalyst facilitates the given reaction. From a dataset of Catalyst prediction with 721,799 reactions and 888 catalyst types from USPTO. (1) Reactant: [C:1]([C:3]1[C:4]([C:20]([F:23])([F:22])[F:21])=[C:5]2[C:9](=[CH:10][CH:11]=1)[N:8]([CH2:12][C:13](=[NH:16])[NH:14][OH:15])[C:7]([CH2:17][CH2:18][CH3:19])=[CH:6]2)#[N:2].[Cl:24][C:25]1[C:30]([C:31](Cl)=O)=[CH:29][C:28]([Cl:34])=[CH:27][N:26]=1.C(N(CC)CC)C. Product: [Cl:24][C:25]1[C:30]([C:31]2[O:15][N:14]=[C:13]([CH2:12][N:8]3[C:9]4[C:5](=[C:4]([C:20]([F:22])([F:23])[F:21])[C:3]([C:1]#[N:2])=[CH:11][CH:10]=4)[CH:6]=[C:7]3[CH2:17][CH2:18][CH3:19])[N:16]=2)=[CH:29][C:28]([Cl:34])=[CH:27][N:26]=1. The catalyst class is: 10. (2) Reactant: [Br:1][C:2]1[CH:3]=[C:4]2[C:8](=[CH:9][CH:10]=1)[NH:7][N:6]=[C:5]2[F:11].CC1C=CC(S(O)(=O)=O)=CC=1.[CH2:23]1[CH2:28][O:27][CH:26]=[CH:25][CH2:24]1. Product: [Br:1][C:2]1[CH:3]=[C:4]2[C:8](=[CH:9][CH:10]=1)[N:7]([CH:26]1[CH2:25][CH2:24][CH2:23][CH2:28][O:27]1)[N:6]=[C:5]2[F:11]. The catalyst class is: 4. (3) Reactant: [CH3:1][O:2][N:3]([CH3:18])[C:4]([CH:6]1[CH2:10][CH2:9][N:8](CC2C=CC=CC=2)[CH2:7]1)=[O:5].Cl[C:20]([O:22][CH2:23][C:24]1[CH:29]=[CH:28][CH:27]=[CH:26][CH:25]=1)=[O:21]. Product: [CH2:23]([O:22][C:20]([N:8]1[CH2:9][CH2:10][CH:6]([C:4](=[O:5])[N:3]([O:2][CH3:1])[CH3:18])[CH2:7]1)=[O:21])[C:24]1[CH:29]=[CH:28][CH:27]=[CH:26][CH:25]=1. The catalyst class is: 4. (4) Reactant: [NH2:1][C:2]1[CH:3]=[C:4]([C@@H:16]([OH:19])[CH2:17][Br:18])[CH:5]=[CH:6][C:7]=1[O:8][CH2:9][C:10]1[CH:15]=[CH:14][CH:13]=[CH:12][CH:11]=1.[CH:20](O)=[O:21]. Product: [CH2:9]([O:8][C:7]1[CH:6]=[CH:5][C:4]([C@@H:16]([OH:19])[CH2:17][Br:18])=[CH:3][C:2]=1[NH:1][CH:20]=[O:21])[C:10]1[CH:15]=[CH:14][CH:13]=[CH:12][CH:11]=1. The catalyst class is: 11. (5) Reactant: [C:1]([C:3]1[CH:12]=[CH:11][C:6]([C:7]([O:9][CH3:10])=[O:8])=[C:5]([NH:13][CH2:14][CH3:15])[CH:4]=1)#[N:2].[C:16](OC)(=[O:24])[C:17]1[C:18](=[CH:20][CH:21]=[CH:22][CH:23]=1)[SH:19].C(N(CC)CC)C. Product: [CH2:14]([NH:13][C:5]1[CH:4]=[C:3]([C:1]2[S:19][C:18]3[CH:20]=[CH:21][CH:22]=[CH:23][C:17]=3[C:16](=[O:24])[N:2]=2)[CH:12]=[CH:11][C:6]=1[C:7]([O:9][CH3:10])=[O:8])[CH3:15]. The catalyst class is: 113. (6) Reactant: C([Li])CCC.Br[C:7]1[CH:8]=[N:9][CH:10]=[C:11]([C:13]#[C:14][C:15]2[CH:20]=[CH:19][C:18]([F:21])=[C:17]([F:22])[CH:16]=2)[CH:12]=1.CN(C)[CH:25]=[O:26].[Cl-].[NH4+]. Product: [F:22][C:17]1[CH:16]=[C:15]([C:14]#[C:13][C:11]2[CH:12]=[C:7]([CH:25]=[O:26])[CH:8]=[N:9][CH:10]=2)[CH:20]=[CH:19][C:18]=1[F:21]. The catalyst class is: 133.